Dataset: Catalyst prediction with 721,799 reactions and 888 catalyst types from USPTO. Task: Predict which catalyst facilitates the given reaction. Reactant: CCN(CC)CC.S([Cl:12])(C)(=O)=O.[C:13]([O:17][C:18]([NH:20][CH2:21][C:22]1[CH:27]=[CH:26][C:25]([C:28]2[CH:33]=[CH:32][C:31]([Cl:34])=[CH:30][CH:29]=2)=[C:24]([CH2:35]O)[CH:23]=1)=[O:19])([CH3:16])([CH3:15])[CH3:14]. Product: [C:13]([O:17][C:18]([NH:20][CH2:21][C:22]1[CH:27]=[CH:26][C:25]([C:28]2[CH:33]=[CH:32][C:31]([Cl:34])=[CH:30][CH:29]=2)=[C:24]([CH2:35][Cl:12])[CH:23]=1)=[O:19])([CH3:16])([CH3:15])[CH3:14]. The catalyst class is: 1.